This data is from Forward reaction prediction with 1.9M reactions from USPTO patents (1976-2016). The task is: Predict the product of the given reaction. (1) Given the reactants Br[C:2]1[CH:3]=[C:4]2[C:8](=[CH:9][CH:10]=1)[N:7]([C:11]([O:13][C:14]([CH3:17])([CH3:16])[CH3:15])=[O:12])[CH2:6][CH2:5]2.[CH3:18][C:19]1([CH3:35])[C:23]([CH3:25])([CH3:24])[O:22][B:21]([B:21]2[O:22][C:23]([CH3:25])([CH3:24])[C:19]([CH3:35])([CH3:18])[O:20]2)[O:20]1.CC([O-])=O.[K+], predict the reaction product. The product is: [CH3:18][C:19]1([CH3:35])[C:23]([CH3:25])([CH3:24])[O:22][B:21]([C:2]2[CH:3]=[C:4]3[C:8](=[CH:9][CH:10]=2)[N:7]([C:11]([O:13][C:14]([CH3:17])([CH3:16])[CH3:15])=[O:12])[CH2:6][CH2:5]3)[O:20]1. (2) Given the reactants [CH3:1][O:2][C:3]1[CH:18]=[CH:17][C:6]([CH2:7][CH:8]2[CH2:13][CH2:12][O:11][CH2:10]/[C:9]/2=[CH:14]\[O:15]C)=[CH:5][CH:4]=1.Cl, predict the reaction product. The product is: [CH3:1][O:2][C:3]1[CH:4]=[CH:5][C:6]([CH2:7][C@@H:8]2[CH2:13][CH2:12][O:11][CH2:10][C@H:9]2[CH:14]=[O:15])=[CH:17][CH:18]=1. (3) Given the reactants [NH2:1][C@@H:2]([C@H:6]([OH:10])[CH:7]([CH3:9])[CH3:8])[C:3]([OH:5])=[O:4].C([O-])(O)=O.[Na+].[C:16](=O)([O-:37])[O:17][C:18]1C(C)=C(C2C=CC(C3C=CC=CC=3)=CC=2)C=CN=1.[C:39]1([C:45]2[CH:50]=[CH:49][C:48](C3C=CN(C([O-])=O)C(=O)C=3C)=[CH:47][CH:46]=2)[CH:44]=[CH:43][CH:42]=[CH:41][CH:40]=1, predict the reaction product. The product is: [OH:10][C@H:6]([CH:7]([CH3:9])[CH3:8])[C@H:2]([N:1]([C:48]1[CH:47]=[CH:46][C:45]([C:39]2[CH:40]=[CH:41][CH:42]=[CH:43][CH:44]=2)=[CH:50][CH:49]=1)[C:16]([O:17][CH3:18])=[O:37])[C:3]([OH:5])=[O:4]. (4) Given the reactants [N+:1]([O-:4])(O)=[O:2].[CH3:5][O:6][C:7](=[O:16])[CH2:8][CH2:9][CH2:10][C:11]1[S:12][CH:13]=[CH:14][CH:15]=1, predict the reaction product. The product is: [CH3:5][O:6][C:7](=[O:16])[CH2:8][CH2:9][CH2:10][C:11]1[S:12][C:13]([N+:1]([O-:4])=[O:2])=[CH:14][CH:15]=1. (5) Given the reactants [C:1]([C:3]1[C:4]([C:17]([F:20])([F:19])[F:18])=[C:5]2[C:9](=[CH:10][CH:11]=1)[N:8]([CH2:12][C:13](=[NH:16])[NH:14][OH:15])[CH:7]=[CH:6]2)#[N:2].[CH3:21][O:22][C:23]1[CH:31]=[CH:30][C:26]([C:27](Cl)=O)=[CH:25][C:24]=1[C:32]([F:35])([F:34])[F:33], predict the reaction product. The product is: [CH3:21][O:22][C:23]1[CH:31]=[CH:30][C:26]([C:27]2[O:15][N:14]=[C:13]([CH2:12][N:8]3[C:9]4[C:5](=[C:4]([C:17]([F:19])([F:20])[F:18])[C:3]([C:1]#[N:2])=[CH:11][CH:10]=4)[CH:6]=[CH:7]3)[N:16]=2)=[CH:25][C:24]=1[C:32]([F:33])([F:35])[F:34].